From a dataset of Reaction yield outcomes from USPTO patents with 853,638 reactions. Predict the reaction yield, written as a fraction of the theoretical maximum amount of product (1.0 means a 100% yield; for example, 0.34 means a 34% yield). (1) The reactants are [CH3:1][C:2]1([CH3:12])[O:6][CH2:5][CH:4]([C:7]([O:9]C)=O)[C:3]1=O.Cl.[Br:14][C:15]1[CH:23]=[CH:22][C:18]([C:19]([NH2:21])=[NH:20])=[CH:17][CH:16]=1.[OH-].[Na+].Cl. No catalyst specified. The product is [Br:14][C:15]1[CH:23]=[CH:22][C:18]([C:19]2[N:20]=[C:7]([OH:9])[C:4]3[CH2:5][O:6][C:2]([CH3:1])([CH3:12])[C:3]=3[N:21]=2)=[CH:17][CH:16]=1. The yield is 0.0938. (2) The catalyst is C(O)C. The reactants are [C:1]1([CH3:14])[CH:6]=[CH:5][CH:4]=[C:3]([C:7]2([C:10]([F:13])([F:12])[F:11])[NH:9][NH:8]2)[CH:2]=1.C(N(CC)CC)C.ClOC(C)(C)C.S([O-])([O-])=O.[Na+].[Na+]. The product is [C:1]1([CH3:14])[CH:6]=[CH:5][CH:4]=[C:3]([C:7]2([C:10]([F:11])([F:13])[F:12])[N:9]=[N:8]2)[CH:2]=1. The yield is 0.800. (3) The reactants are [Cl:1][C:2]1[C:3]([O:12][C:13]2[CH:18]=[C:17]([OH:19])[CH:16]=[CH:15][C:14]=2[CH2:20][CH2:21][C:22]([O:24][CH2:25][CH3:26])=[O:23])=[N:4][CH:5]=[C:6]([C:8]([F:11])([F:10])[F:9])[CH:7]=1.[H-].[Na+].Br[CH2:30][CH2:31][CH:32]=[CH2:33].O. The catalyst is CN(C)C=O. The product is [CH2:33]([O:19][C:17]1[CH:16]=[CH:15][C:14]([CH2:20][CH2:21][C:22]([O:24][CH2:25][CH3:26])=[O:23])=[C:13]([O:12][C:3]2[C:2]([Cl:1])=[CH:7][C:6]([C:8]([F:9])([F:11])[F:10])=[CH:5][N:4]=2)[CH:18]=1)[CH2:32][CH:31]=[CH2:30]. The yield is 0.580. (4) The reactants are Cl[C:2]1[C:10]2[C:6](=[N:7][O:8][N:9]=2)[C:5]([N+:11]([O-:13])=[O:12])=[CH:4][CH:3]=1.[C:14]([N:21]1[CH2:26][CH2:25][NH:24][CH2:23][CH2:22]1)([O:16][C:17]([CH3:20])([CH3:19])[CH3:18])=[O:15]. The catalyst is C(N(CC)CC)C.C(#N)C. The product is [N+:11]([C:5]1[C:6]2=[N:7][O:8][N:9]=[C:10]2[C:2]([N:24]2[CH2:23][CH2:22][N:21]([C:14]([O:16][C:17]([CH3:20])([CH3:19])[CH3:18])=[O:15])[CH2:26][CH2:25]2)=[CH:3][CH:4]=1)([O-:13])=[O:12]. The yield is 0.790.